Dataset: Reaction yield outcomes from USPTO patents with 853,638 reactions. Task: Predict the reaction yield, written as a fraction of the theoretical maximum amount of product (1.0 means a 100% yield; for example, 0.34 means a 34% yield). (1) The yield is 0.770. The reactants are [Cl:1][C:2]1[CH:3]=[C:4]2[C:9](=[CH:10][CH:11]=1)[N:8]=[C:7]([O:12][CH3:13])[C:6]([NH:14][C:15](=[O:19])OCC)=[N:5]2.[CH3:20][O:21][C:22]1[CH:27]=[CH:26][CH:25]=[CH:24][C:23]=1[N:28]1[CH2:33][CH2:32][NH:31][CH2:30][CH2:29]1. No catalyst specified. The product is [Cl:1][C:2]1[CH:3]=[C:4]2[C:9](=[CH:10][CH:11]=1)[N:8]=[C:7]([O:12][CH3:13])[C:6]([NH:14][C:15]([N:31]1[CH2:30][CH2:29][N:28]([C:23]3[CH:24]=[CH:25][CH:26]=[CH:27][C:22]=3[O:21][CH3:20])[CH2:33][CH2:32]1)=[O:19])=[N:5]2. (2) The reactants are [Cl:1][C:2]1[C:3]([F:29])=[C:4]([CH:8]([O:22][CH2:23][C:24](OCC)=[O:25])[C@@H:9]2[CH2:14][CH2:13][CH2:12][N:11]([C:15]([O:17][C:18]([CH3:21])([CH3:20])[CH3:19])=[O:16])[CH2:10]2)[CH:5]=[CH:6][CH:7]=1. The catalyst is CO. The product is [Cl:1][C:2]1[C:3]([F:29])=[C:4]([CH:8]([O:22][CH2:23][CH2:24][OH:25])[C@@H:9]2[CH2:14][CH2:13][CH2:12][N:11]([C:15]([O:17][C:18]([CH3:19])([CH3:20])[CH3:21])=[O:16])[CH2:10]2)[CH:5]=[CH:6][CH:7]=1. The yield is 0.890. (3) The reactants are CCN(CC)CC.[C:8]1([N:14]=[C:15]=[O:16])[CH:13]=[CH:12][CH:11]=[CH:10][CH:9]=1.[NH2:17][C:18]1[CH:23]=[CH:22][C:21]([C:24]2[N:25]=[C:26]3[C:32]4[CH:33]=[CH:34][CH:35]=[CH:36][C:31]=4[NH:30][C:29]4[N:37]=[CH:38][CH:39]=[CH:40][C:28]=4[N:27]3[C:41]=2[C:42]2[CH:47]=[CH:46][C:45]([C:48]3([NH:52][C:53](=[O:59])[O:54][C:55]([CH3:58])([CH3:57])[CH3:56])[CH2:51][CH2:50][CH2:49]3)=[CH:44][CH:43]=2)=[CH:20][CH:19]=1. The catalyst is C(Cl)Cl.C([O-])(O)=O.[Na+]. The product is [NH:14]([C:15]([NH:17][C:18]1[CH:19]=[CH:20][C:21]([C:24]2[N:25]=[C:26]3[C:32]4[CH:33]=[CH:34][CH:35]=[CH:36][C:31]=4[NH:30][C:29]4[N:37]=[CH:38][CH:39]=[CH:40][C:28]=4[N:27]3[C:41]=2[C:42]2[CH:47]=[CH:46][C:45]([C:48]3([NH:52][C:53](=[O:59])[O:54][C:55]([CH3:57])([CH3:56])[CH3:58])[CH2:49][CH2:50][CH2:51]3)=[CH:44][CH:43]=2)=[CH:22][CH:23]=1)=[O:16])[C:8]1[CH:13]=[CH:12][CH:11]=[CH:10][CH:9]=1. The yield is 0.554. (4) The reactants are [C:1]([O:5][C:6]([N:8]1[CH2:12][C:11]([F:14])([F:13])[CH2:10][CH:9]1[C:15]([OH:17])=[O:16])=[O:7])([CH3:4])([CH3:3])[CH3:2].[CH2:18](Br)[CH:19]=[CH2:20]. The catalyst is C(=O)(O)[O-].[Na+].[Cl-].C([N+](CCCCCCCC)(CCCCCCCC)C)CCCCCCC.ClCCl. The product is [C:1]([O:5][C:6]([N:8]1[CH2:12][C:11]([F:13])([F:14])[CH2:10][CH:9]1[C:15]([O:17][CH2:20][CH:19]=[CH2:18])=[O:16])=[O:7])([CH3:4])([CH3:2])[CH3:3]. The yield is 0.745.